From a dataset of Catalyst prediction with 721,799 reactions and 888 catalyst types from USPTO. Predict which catalyst facilitates the given reaction. Reactant: [Cl:1][C:2]1[CH:7]=[C:6]([C:8]([F:11])([F:10])[F:9])[CH:5]=[CH:4][C:3]=1[NH:12]N.O.Cl.[NH:16]1[CH2:21][CH2:20][C:19](=O)[CH2:18][CH2:17]1. Product: [Cl:1][C:2]1[C:3]2[NH:12][C:19]3[CH2:20][CH2:21][NH:16][CH2:17][C:18]=3[C:4]=2[CH:5]=[C:6]([C:8]([F:11])([F:10])[F:9])[CH:7]=1. The catalyst class is: 41.